Task: Predict the product of the given reaction.. Dataset: Forward reaction prediction with 1.9M reactions from USPTO patents (1976-2016) Given the reactants N1C2C(=CC=C([C:10]3[N:19]=[CH:18][C:17]4[C:12](=[C:13]([CH3:23])[C:14]([C:20]([OH:22])=O)=[CH:15][CH:16]=4)[N:11]=3)C=2)C=N1.CN(C(O[N:32]1N=N[C:34]2[CH:35]=[CH:36][CH:37]=[N:38][C:33]1=2)=[N+](C)C)C.F[P-](F)(F)(F)(F)F.[Cl-].[NH4+:49].C([N:53](C(C)C)CC)(C)C.C(O[CH2:63][CH3:64])(=O)C, predict the reaction product. The product is: [NH:49]1[C:35]2[C:36](=[CH:63][CH:64]=[C:33]([NH:32][C:10]3[N:19]=[CH:18][C:17]4[C:12](=[C:13]([CH3:23])[C:14]([C:20]([NH2:53])=[O:22])=[CH:15][CH:16]=4)[N:11]=3)[CH:34]=2)[CH:37]=[N:38]1.